From a dataset of Catalyst prediction with 721,799 reactions and 888 catalyst types from USPTO. Predict which catalyst facilitates the given reaction. Reactant: [CH3:1][Si:2]([CH3:9])([CH3:8])[NH:3][Si:4]([CH3:7])([CH3:6])[CH3:5].[Li:10]CCCC. Product: [CH3:1][Si:2]([CH3:9])([CH3:8])[N-:3][Si:4]([CH3:7])([CH3:6])[CH3:5].[Li+:10]. The catalyst class is: 81.